This data is from Forward reaction prediction with 1.9M reactions from USPTO patents (1976-2016). The task is: Predict the product of the given reaction. (1) Given the reactants [F:1][C:2]([F:17])([F:16])[C:3]1[CH:4]=[C:5]([C:9]2[N:10]=[CH:11][C:12]([NH2:15])=[N:13][CH:14]=2)[CH:6]=[CH:7][CH:8]=1.N1C=CC=CC=1.[Cl:24][C:25]1[CH:26]=[CH:27][C:28]([N+:34]([O-:36])=[O:35])=[C:29]([CH:33]=1)[C:30](Cl)=[O:31], predict the reaction product. The product is: [Cl:24][C:25]1[CH:26]=[CH:27][C:28]([N+:34]([O-:36])=[O:35])=[C:29]([CH:33]=1)[C:30]([NH:15][C:12]1[CH:11]=[N:10][C:9]([C:5]2[CH:6]=[CH:7][CH:8]=[C:3]([C:2]([F:1])([F:16])[F:17])[CH:4]=2)=[CH:14][N:13]=1)=[O:31]. (2) The product is: [C:1]([NH:4][CH:5]([CH:9]1[CH2:14][CH2:13][CH2:12][CH2:11][CH:10]1[CH3:15])[C:6]([OH:8])=[O:7])(=[O:3])[CH3:2]. Given the reactants [C:1]([NH:4][CH:5]([C:9]1[CH:14]=[CH:13][CH:12]=[CH:11][C:10]=1[CH3:15])[C:6]([OH:8])=[O:7])(=[O:3])[CH3:2], predict the reaction product. (3) Given the reactants [N:1]1[CH:6]=[CH:5][N:4]=[CH:3][C:2]=1[C:7]1[CH:14]=[CH:13][C:10]([CH:11]=O)=[CH:9][CH:8]=1.N1(C2C=C[C:23]([CH:24]=[O:25])=CC=2)C=CC=N1, predict the reaction product. The product is: [N:1]1[CH:6]=[CH:5][N:4]=[CH:3][C:2]=1[C:7]1[CH:14]=[CH:13][C:10](/[CH:11]=[CH:23]/[CH:24]=[O:25])=[CH:9][CH:8]=1. (4) Given the reactants [Cl:1][C:2]1[CH:8]=[C:7]([O:9][C:10]2[C:19]3[C:14](=[CH:15][C:16]([O:22][CH3:23])=[C:17]([O:20][CH3:21])[CH:18]=3)[N:13]=[CH:12][N:11]=2)[CH:6]=[CH:5][C:3]=1[NH2:4].Cl[C:25](Cl)([O:27][C:28](=[O:34])OC(Cl)(Cl)Cl)Cl.[CH:36]1(CO)[CH2:40][CH2:39][CH2:38][CH2:37]1.C(=O)(O)[O-].[Na+], predict the reaction product. The product is: [Cl:1][C:2]1[CH:8]=[C:7]([O:9][C:10]2[C:19]3[C:14](=[CH:15][C:16]([O:22][CH3:23])=[C:17]([O:20][CH3:21])[CH:18]=3)[N:13]=[CH:12][N:11]=2)[CH:6]=[CH:5][C:3]=1[NH:4][C:28](=[O:34])[O:27][CH2:25][CH:36]1[CH2:40][CH2:39][CH2:38][CH2:37]1. (5) Given the reactants N[C:2]1[CH:3]=[C:4]([C:11]2[S:12][C:13]3[CH:19]([OH:20])[CH2:18][CH2:17][CH2:16][C:14]=3[N:15]=2)[CH:5]=[CH:6][C:7]=1[N:8]([CH3:10])[CH3:9].[CH2:21]=O.[BH3-][C:24]#[N:25].[Na+], predict the reaction product. The product is: [CH3:21][N:25]([CH3:24])[C:2]1[CH:3]=[C:4]([C:11]2[S:12][C:13]3[CH:19]([OH:20])[CH2:18][CH2:17][CH2:16][C:14]=3[N:15]=2)[CH:5]=[CH:6][C:7]=1[N:8]([CH3:10])[CH3:9].